This data is from Forward reaction prediction with 1.9M reactions from USPTO patents (1976-2016). The task is: Predict the product of the given reaction. (1) The product is: [Cl:1][C:2]1[CH:7]=[C:6]([Cl:8])[CH:5]=[CH:4][C:3]=1[C@@:9]1([CH2:32][N:33]2[CH:37]=[CH:36][N:35]=[CH:34]2)[O:13][C@H:12]([CH2:14][O:15][C:16]2[CH:21]=[CH:20][C:19]([N:22]3[CH2:27][CH2:26][N:25]([S:28]([C:31]4[S:38][CH:39]=[CH:40][CH:41]=4)(=[O:30])=[O:29])[CH2:24][CH2:23]3)=[CH:18][CH:17]=2)[CH2:11][O:10]1. Given the reactants [Cl:1][C:2]1[CH:7]=[C:6]([Cl:8])[CH:5]=[CH:4][C:3]=1[C@@:9]1([CH2:32][N:33]2[CH:37]=[CH:36][N:35]=[CH:34]2)[O:13][C@H:12]([CH2:14][O:15][C:16]2[CH:21]=[CH:20][C:19]([N:22]3[CH2:27][CH2:26][N:25]([S:28]([CH3:31])(=[O:30])=[O:29])[CH2:24][CH2:23]3)=[CH:18][CH:17]=2)[CH2:11][O:10]1.[S:38]1C=[CH:41][CH:40]=[C:39]1S(Cl)(=O)=O.CS(Cl)(=O)=O, predict the reaction product. (2) Given the reactants [C:1]([NH:8][C@H:9]([C:11](=[S:13])[NH2:12])[CH3:10])([O:3][C:4]([CH3:7])([CH3:6])[CH3:5])=[O:2].Cl[CH2:15][C:16](=O)[CH3:17].C(=O)([O-])[O-].[Ca+2], predict the reaction product. The product is: [CH3:17][C:16]1[N:12]=[C:11]([CH:9]([NH:8][C:1](=[O:2])[O:3][C:4]([CH3:7])([CH3:5])[CH3:6])[CH3:10])[S:13][CH:15]=1. (3) Given the reactants Br[C:2]1[C:7]([NH2:8])=[N:6][CH:5]=[C:4]([Br:9])[N:3]=1.[N:10]1([CH2:16][CH2:17][CH2:18][NH2:19])[CH2:15][CH2:14][CH2:13][CH2:12][CH2:11]1, predict the reaction product. The product is: [Br:9][C:4]1[N:3]=[C:2]([NH:19][CH2:18][CH2:17][CH2:16][N:10]2[CH2:15][CH2:14][CH2:13][CH2:12][CH2:11]2)[C:7]([NH2:8])=[N:6][CH:5]=1. (4) Given the reactants [CH2:1]([O:8][C@H:9]1[C@H:14]([O:15][CH2:16][C:17]2[CH:22]=[CH:21][CH:20]=[CH:19][CH:18]=2)[C@@H:13]([O:23][CH2:24][C:25]2[CH:30]=[CH:29][CH:28]=[CH:27][CH:26]=2)[CH:12]([C:31]2[CH:36]=[CH:35][C:34]([Cl:37])=[C:33]([CH2:38]Br)[CH:32]=2)[O:11][C@H:10]1[CH2:40][O:41][CH2:42][C:43]1[CH:48]=[CH:47][CH:46]=[CH:45][CH:44]=1)[C:2]1[CH:7]=[CH:6][CH:5]=[CH:4][CH:3]=1.[C-:49]#[N:50].[K+].C(OCC)(=O)C, predict the reaction product. The product is: [Cl:37][C:34]1[CH:35]=[CH:36][C:31]([CH:12]2[C@H:13]([O:23][CH2:24][C:25]3[CH:26]=[CH:27][CH:28]=[CH:29][CH:30]=3)[C@@H:14]([O:15][CH2:16][C:17]3[CH:22]=[CH:21][CH:20]=[CH:19][CH:18]=3)[C@H:9]([O:8][CH2:1][C:2]3[CH:3]=[CH:4][CH:5]=[CH:6][CH:7]=3)[C@@H:10]([CH2:40][O:41][CH2:42][C:43]3[CH:44]=[CH:45][CH:46]=[CH:47][CH:48]=3)[O:11]2)=[CH:32][C:33]=1[CH2:38][C:49]#[N:50]. (5) Given the reactants [CH2:1]([N:8]1[CH2:14][CH:13]([C:15]2[CH:20]=[CH:19][C:18](Br)=[CH:17][CH:16]=2)[CH2:12][O:11][CH2:10][CH2:9]1)[C:2]1[CH:7]=[CH:6][CH:5]=[CH:4][CH:3]=1.C(=O)([O-])[O-].[Na+].[Na+].O.[CH3:29][N:30]1CCCC1=O, predict the reaction product. The product is: [CH2:1]([N:8]1[CH2:14][CH:13]([C:15]2[CH:20]=[CH:19][C:18]([C:29]#[N:30])=[CH:17][CH:16]=2)[CH2:12][O:11][CH2:10][CH2:9]1)[C:2]1[CH:7]=[CH:6][CH:5]=[CH:4][CH:3]=1.